This data is from Peptide-MHC class I binding affinity with 185,985 pairs from IEDB/IMGT. The task is: Regression. Given a peptide amino acid sequence and an MHC pseudo amino acid sequence, predict their binding affinity value. This is MHC class I binding data. (1) The peptide sequence is QILQPILQR. The MHC is HLA-A11:01 with pseudo-sequence HLA-A11:01. The binding affinity (normalized) is 0.322. (2) The peptide sequence is LSFKELLVY. The MHC is HLA-A30:02 with pseudo-sequence HLA-A30:02. The binding affinity (normalized) is 0.637. (3) The peptide sequence is HTQGYFPDW. The MHC is HLA-A01:01 with pseudo-sequence HLA-A01:01. The binding affinity (normalized) is 0.